From a dataset of NCI-60 drug combinations with 297,098 pairs across 59 cell lines. Regression. Given two drug SMILES strings and cell line genomic features, predict the synergy score measuring deviation from expected non-interaction effect. Cell line: CAKI-1. Synergy scores: CSS=34.4, Synergy_ZIP=-6.71, Synergy_Bliss=0.670, Synergy_Loewe=2.89, Synergy_HSA=3.89. Drug 1: CC(CN1CC(=O)NC(=O)C1)N2CC(=O)NC(=O)C2. Drug 2: COC1=NC(=NC2=C1N=CN2C3C(C(C(O3)CO)O)O)N.